From a dataset of Forward reaction prediction with 1.9M reactions from USPTO patents (1976-2016). Predict the product of the given reaction. (1) Given the reactants [Cl:1][C:2]1[N:10]=[CH:9][CH:8]=[CH:7][C:3]=1[C:4]([OH:6])=O.[CH3:11][Mg]Br, predict the reaction product. The product is: [Cl:1][C:2]1[C:3]([C:4](=[O:6])[CH3:11])=[CH:7][CH:8]=[CH:9][N:10]=1. (2) Given the reactants C(OC([N:8](C(OC(C)(C)C)=O)[C:9]1[N:10]=[CH:11][C:12]([C:26]2[CH:47]=[CH:46][C:29]([C:30]([N:32]3[CH2:38][CH2:37][CH2:36][N:35](C(OC(C)(C)C)=O)[CH2:34][CH2:33]3)=[O:31])=[CH:28][C:27]=2[C:48]#[N:49])=[N:13][C:14]=1[C:15]1[O:16][C:17]([C:20]2[S:21][CH:22]=[CH:23][C:24]=2[CH3:25])=[N:18][N:19]=1)=O)(C)(C)C.C(O)(C(F)(F)F)=O, predict the reaction product. The product is: [NH2:8][C:9]1[N:10]=[CH:11][C:12]([C:26]2[CH:47]=[CH:46][C:29]([C:30]([N:32]3[CH2:38][CH2:37][CH2:36][NH:35][CH2:34][CH2:33]3)=[O:31])=[CH:28][C:27]=2[C:48]#[N:49])=[N:13][C:14]=1[C:15]1[O:16][C:17]([C:20]2[S:21][CH:22]=[CH:23][C:24]=2[CH3:25])=[N:18][N:19]=1. (3) Given the reactants [C:1]([NH:5][S:6]([C:9]1[C:18]2[C:13](=[CH:14][CH:15]=[CH:16][CH:17]=2)[C:12]([N:19]2[C:23]([CH2:24][CH:25]3[CH2:30][CH2:29][CH2:28][CH2:27][CH2:26]3)=[C:22]([Cl:31])[C:21]([C:32]([O:34]CC)=[O:33])=[N:20]2)=[CH:11][CH:10]=1)(=[O:8])=[O:7])([CH3:4])([CH3:3])[CH3:2].[OH-].[Na+].O.Cl, predict the reaction product. The product is: [C:1]([NH:5][S:6]([C:9]1[C:18]2[C:13](=[CH:14][CH:15]=[CH:16][CH:17]=2)[C:12]([N:19]2[C:23]([CH2:24][CH:25]3[CH2:26][CH2:27][CH2:28][CH2:29][CH2:30]3)=[C:22]([Cl:31])[C:21]([C:32]([OH:34])=[O:33])=[N:20]2)=[CH:11][CH:10]=1)(=[O:7])=[O:8])([CH3:4])([CH3:2])[CH3:3]. (4) Given the reactants Cl[C:2]1[CH:7]=[CH:6][N:5]=[C:4]([C:8]#[N:9])[CH:3]=1.C(=O)([O-])[O-:11].[Cs+].[Cs+].[OH:16][C:17]1[CH:22]=[CH:21][C:20]([CH2:23][CH2:24][C:25]([OH:27])=[O:26])=[CH:19][CH:18]=1, predict the reaction product. The product is: [NH2:9][C:8]([C:4]1[CH:3]=[C:2]([O:16][C:17]2[CH:18]=[CH:19][C:20]([CH2:23][CH2:24][C:25]([OH:27])=[O:26])=[CH:21][CH:22]=2)[CH:7]=[CH:6][N:5]=1)=[O:11]. (5) Given the reactants [Cl:1][C:2]1[CH:7]=[CH:6][CH:5]=[CH:4][C:3]=1[N:8]([C:14]1[C:19]([C:20]([F:23])([F:22])[F:21])=[CH:18][C:17]([N+:24]([O-])=O)=[CH:16][C:15]=1[N+:27]([O-])=O)[C:9](=[O:13])[O:10][CH2:11][CH3:12], predict the reaction product. The product is: [Cl:1][C:2]1[CH:7]=[CH:6][CH:5]=[CH:4][C:3]=1[N:8]([C:14]1[C:19]([C:20]([F:21])([F:23])[F:22])=[CH:18][C:17]([NH2:24])=[CH:16][C:15]=1[NH2:27])[C:9](=[O:13])[O:10][CH2:11][CH3:12]. (6) Given the reactants S(=O)(=O)(O)O.CO[CH:8](OC)[C:9]([NH:11][CH2:12][C:13]1[CH:18]=[CH:17][C:16]([C:19]([F:22])([F:21])[F:20])=[CH:15][CH:14]=1)=[O:10].[OH-].[Na+], predict the reaction product. The product is: [F:20][C:19]([F:22])([F:21])[C:16]1[CH:15]=[C:14]2[C:13](=[CH:18][CH:17]=1)[CH:12]=[N:11][C:9]([OH:10])=[CH:8]2. (7) Given the reactants [Cl:1][C:2]1[CH:3]=[CH:4][C:5]([O:20][CH3:21])=[C:6]([CH:19]=1)[C:7]([NH:9][C:10]1[S:11][C:12]2[O:18][CH2:17][CH2:16][CH2:15][C:13]=2[N:14]=1)=[O:8].CC(C)([O-])C.[K+].Br[CH2:29][CH2:30][CH2:31][CH3:32], predict the reaction product. The product is: [CH2:29]([N:14]1[C:13]2[CH2:15][CH2:16][CH2:17][O:18][C:12]=2[S:11]/[C:10]/1=[N:9]\[C:7](=[O:8])[C:6]1[CH:19]=[C:2]([Cl:1])[CH:3]=[CH:4][C:5]=1[O:20][CH3:21])[CH2:30][CH2:31][CH3:32].